This data is from Catalyst prediction with 721,799 reactions and 888 catalyst types from USPTO. The task is: Predict which catalyst facilitates the given reaction. (1) Reactant: Cl[C:2]1[CH:3]=[CH:4][C:5]2[N:11]3[CH2:12][C@H:8]([CH2:9][CH2:10]3)[N:7]([C:13]([NH:15][C:16]3[CH:21]=[N:20][CH:19]=[CH:18][N:17]=3)=[O:14])[C:6]=2[N:22]=1.[CH3:23][C:24]1[CH:29]=[C:28](B2OC(C)(C)C(C)(C)O2)[CH:27]=[C:26]([C:39]([F:42])([F:41])[F:40])[N:25]=1.[O-]P([O-])([O-])=O.[K+].[K+].[K+].CC(C1C=C(C(C)C)C(C2C=CC=CC=2P(C2CCCCC2)C2CCCCC2)=C(C(C)C)C=1)C. Product: [CH3:23][C:24]1[CH:29]=[C:28]([C:2]2[CH:3]=[CH:4][C:5]3[N:11]4[CH2:12][C@H:8]([CH2:9][CH2:10]4)[N:7]([C:13]([NH:15][C:16]4[CH:21]=[N:20][CH:19]=[CH:18][N:17]=4)=[O:14])[C:6]=3[N:22]=2)[CH:27]=[C:26]([C:39]([F:41])([F:40])[F:42])[N:25]=1. The catalyst class is: 333. (2) Reactant: [OH:1][C:2]1[C:11]2[C:6](=[CH:7][CH:8]=[CH:9][CH:10]=2)[C:5]([OH:12])=[C:4]([C:13]([O:15][CH2:16][CH3:17])=[O:14])[C:3]=1[C:18]([O:20][CH2:21][CH3:22])=[O:19].C(=O)([O-])[O-].[K+].[K+].Br[CH2:30][CH2:31][CH3:32].[CH3:33][C:34]([CH3:36])=O. Product: [CH2:30]([O:1][C:2]1[C:11]2[C:6](=[CH:7][CH:8]=[CH:9][CH:10]=2)[C:5]([O:12][CH2:33][CH2:34][CH3:36])=[C:4]([C:13]([O:15][CH2:16][CH3:17])=[O:14])[C:3]=1[C:18]([O:20][CH2:21][CH3:22])=[O:19])[CH2:31][CH3:32]. The catalyst class is: 11.